From a dataset of Peptide-MHC class I binding affinity with 185,985 pairs from IEDB/IMGT. Regression. Given a peptide amino acid sequence and an MHC pseudo amino acid sequence, predict their binding affinity value. This is MHC class I binding data. The peptide sequence is FQMDYSLEY. The MHC is HLA-C03:03 with pseudo-sequence HLA-C03:03. The binding affinity (normalized) is 0.744.